From a dataset of Experimentally validated miRNA-target interactions with 360,000+ pairs, plus equal number of negative samples. Binary Classification. Given a miRNA mature sequence and a target amino acid sequence, predict their likelihood of interaction. The miRNA is hsa-miR-4768-3p with sequence CCAGGAGAUCCAGAGAGAAU. The protein sequence of the target gene is MRRRAARGPGPPPPGPGLSRLPLPLLLLLALGTRGGCAAPAPAPRAEDLSLGVEWLSRFGYLPPADPTTGQLQTQEELSKAITAMQQFGGLEATGILDEATLALMKTPRCSLPDLPVLTQARRRRQAPAPTKWNKRNLSWRVRTFPRDSPLGHDTVRALMYYALKVWSDIAPLNFHEVAGSAADIQIDFSKADHNDGYPFDGPGGTVAHAFFPGHHHTAGDTHFDDDEAWTFRSSDAHGMDLFAVAVHEFGHAIGLSHVAAAHSIMRPYYQGPVGDPLRYGLPYEDKVRVWQLYGVRESV.... Result: 1 (interaction).